This data is from TCR-epitope binding with 47,182 pairs between 192 epitopes and 23,139 TCRs. The task is: Binary Classification. Given a T-cell receptor sequence (or CDR3 region) and an epitope sequence, predict whether binding occurs between them. (1) Result: 1 (the TCR binds to the epitope). The epitope is VVYRGTTTY. The TCR CDR3 sequence is CAISRDKESNQPQHF. (2) The epitope is FTISVTTEIL. The TCR CDR3 sequence is CASSLDGSSYEQYF. Result: 1 (the TCR binds to the epitope). (3) The epitope is TEILPVSMTK. The TCR CDR3 sequence is CASSPGLYGYTF. Result: 0 (the TCR does not bind to the epitope). (4) The epitope is ARMILMTHF. The TCR CDR3 sequence is CASSDGTTSWNEQFF. Result: 0 (the TCR does not bind to the epitope). (5) Result: 1 (the TCR binds to the epitope). The TCR CDR3 sequence is CASSEGPGVRNGYTF. The epitope is PROT_97E67BCC. (6) The epitope is KLSYGIATV. The TCR CDR3 sequence is CASSQESGGMGQETQYF. Result: 1 (the TCR binds to the epitope). (7) The epitope is NLWNTFTRL. The TCR CDR3 sequence is CASSYDRSYEQYF. Result: 1 (the TCR binds to the epitope). (8) The epitope is FLASKIGRLV. Result: 0 (the TCR does not bind to the epitope). The TCR CDR3 sequence is CASSSGRGGEQYF.